This data is from Reaction yield outcomes from USPTO patents with 853,638 reactions. The task is: Predict the reaction yield, written as a fraction of the theoretical maximum amount of product (1.0 means a 100% yield; for example, 0.34 means a 34% yield). (1) The reactants are [CH:1]1[C:13]2[N:12]([CH:14]3[C:23]4[C:18](=[CH:19][CH:20]=[CH:21][CH:22]=4)[N:17]([C:24](=[O:35])[C:25]4[CH:30]=[CH:29][C:28]([O:31][CH3:32])=[C:27]([O:33][CH3:34])[CH:26]=4)[CH:16]([CH2:36][CH2:37][CH2:38][CH2:39][C:40]([OH:42])=O)[CH2:15]3)[C:11]3[C:6](=[CH:7][CH:8]=[CH:9][CH:10]=3)[C:5]=2[CH:4]=[CH:3][CH:2]=1.[CH2:43]([NH:49][CH3:50])[CH2:44][CH2:45][CH2:46][CH2:47][CH3:48]. No catalyst specified. The product is [CH:1]1[C:13]2[N:12]([CH:14]3[C:23]4[C:18](=[CH:19][CH:20]=[CH:21][CH:22]=4)[N:17]([C:24](=[O:35])[C:25]4[CH:30]=[CH:29][C:28]([O:31][CH3:32])=[C:27]([O:33][CH3:34])[CH:26]=4)[CH:16]([CH2:36][CH2:37][CH2:38][CH2:39][C:40]([N:49]([CH2:43][CH2:44][CH2:45][CH2:46][CH2:47][CH3:48])[CH3:50])=[O:42])[CH2:15]3)[C:11]3[C:6](=[CH:7][CH:8]=[CH:9][CH:10]=3)[C:5]=2[CH:4]=[CH:3][CH:2]=1. The yield is 0.710. (2) The reactants are [CH3:1][N:2]1[CH:7]2[CH2:8][CH2:9][CH2:10][CH:3]1[CH2:4][C:5](=O)[CH2:6]2.[NH2:12]O.Cl.CCO. The catalyst is O. The product is [CH3:1][N:2]1[CH:7]2[CH2:8][CH2:9][CH2:10][CH:3]1[CH2:4][CH:5]([NH2:12])[CH2:6]2. The yield is 0.940. (3) The reactants are C(O[CH2:4][NH:5][C:6]1[N:27]=[CH:26][CH:25]=[CH:24][C:7]=1[C:8]([NH:10][CH2:11][C:12]1[S:13][C:14]([O:17][C:18]2[CH:23]=[CH:22][CH:21]=[CH:20][CH:19]=2)=[CH:15][CH:16]=1)=[O:9])C.[BH4-].[Na+].O. The catalyst is CS(C)=O. The product is [CH3:4][NH:5][C:6]1[N:27]=[CH:26][CH:25]=[CH:24][C:7]=1[C:8]([NH:10][CH2:11][C:12]1[S:13][C:14]([O:17][C:18]2[CH:23]=[CH:22][CH:21]=[CH:20][CH:19]=2)=[CH:15][CH:16]=1)=[O:9]. The yield is 0.670. (4) The reactants are Br[C:2]1[CH:3]=[C:4]2[C:8](=[C:9]([C:11]([O:13]C)=[O:12])[CH:10]=1)[N:7]([CH3:15])[CH:6]=[C:5]2[CH:16]([CH3:18])[CH3:17].CS(O)=O.[Na].[CH3:24][CH2:25][O:26][C:27]([CH3:29])=O.C[N:31]1CCCC1=O. The catalyst is [Cu]I. The product is [CH3:15][N:7]1[C:8]2[C:4](=[CH:3][C:2]([N:31]3[CH2:29][CH2:27][O:26][CH2:25][CH2:24]3)=[CH:10][C:9]=2[C:11]([OH:13])=[O:12])[C:5]([CH:16]([CH3:18])[CH3:17])=[CH:6]1. The yield is 0.622. (5) The reactants are [C:1](=[O:40])([O:30]C1C=CC([N+]([O-])=O)=CC=1)[O:2][C@@H:3]1[CH2:19][C@@H:18]2[C@@:6]([CH3:29])([C@@H:7]3[C@@H:15]([CH2:16][CH2:17]2)[C@:14]2([OH:20])[C@@:10]([CH3:28])([C@@H:11]([C:21]4[CH:22]=[CH:23][C:24](=[O:27])[O:25][CH:26]=4)[CH2:12][CH2:13]2)[CH2:9][CH2:8]3)[CH2:5][CH2:4]1.[N:41]1([CH2:46][CH2:47]O)[CH2:45][CH2:44][CH2:43][CH2:42]1.CCN(C(C)C)C(C)C. The catalyst is C(Cl)Cl.CN(C1C=CN=CC=1)C. The product is [C:1](=[O:40])([O:30][CH2:47][CH2:46][N:41]1[CH2:45][CH2:44][CH2:43][CH2:42]1)[O:2][C@@H:3]1[CH2:19][C@@H:18]2[C@@:6]([CH3:29])([C@@H:7]3[C@@H:15]([CH2:16][CH2:17]2)[C@:14]2([OH:20])[C@@:10]([CH3:28])([C@@H:11]([C:21]4[CH:22]=[CH:23][C:24](=[O:27])[O:25][CH:26]=4)[CH2:12][CH2:13]2)[CH2:9][CH2:8]3)[CH2:5][CH2:4]1. The yield is 0.870. (6) The reactants are Cl[C:2]1[C:7]([CH:8]2[CH2:10][CH2:9]2)=[C:6]([Cl:11])[N:5]=[CH:4][N:3]=1.[CH:12]([O:15][C:16]([N:18]1[CH2:23][CH2:22][CH:21]([OH:24])[CH2:20][CH2:19]1)=[O:17])([CH3:14])[CH3:13].CC(C)([O-])C.[K+]. The catalyst is C1COCC1. The product is [CH:12]([O:15][C:16]([N:18]1[CH2:19][CH2:20][CH:21]([O:24][C:2]2[C:7]([CH:8]3[CH2:10][CH2:9]3)=[C:6]([Cl:11])[N:5]=[CH:4][N:3]=2)[CH2:22][CH2:23]1)=[O:17])([CH3:14])[CH3:13]. The yield is 0.737. (7) The reactants are [C:1](/[N:3]=[C:4](\SC)/[NH:5][C:6]1[CH:11]=[CH:10][C:9]([C:12](=[O:16])[N:13]([CH3:15])[CH3:14])=[CH:8][CH:7]=1)#[N:2].[NH2:19][NH2:20]. The catalyst is C(O)C. The product is [NH2:2][C:1]1[NH:20][N:19]=[C:4]([NH:5][C:6]2[CH:11]=[CH:10][C:9]([C:12]([N:13]([CH3:15])[CH3:14])=[O:16])=[CH:8][CH:7]=2)[N:3]=1. The yield is 0.640.